The task is: Predict which catalyst facilitates the given reaction.. This data is from Catalyst prediction with 721,799 reactions and 888 catalyst types from USPTO. (1) The catalyst class is: 9. Reactant: I[C:2]1[C:10]2[C:5](=[CH:6][CH:7]=[C:8]([NH:11][S:12]([C:15]3[CH:20]=[CH:19][CH:18]=[CH:17][C:16]=3[S:21]([CH3:24])(=[O:23])=[O:22])(=[O:14])=[O:13])[CH:9]=2)[N:4](C(OC(C)(C)C)=O)[N:3]=1.[NH2:32][C:33]1[CH:34]=[C:35](B(O)O)[CH:36]=[CH:37][CH:38]=1.C(=O)([O-])O.[Na+]. Product: [NH2:32][C:33]1[CH:38]=[C:37]([C:2]2[C:10]3[C:5](=[CH:6][CH:7]=[C:8]([NH:11][S:12]([C:15]4[CH:20]=[CH:19][CH:18]=[CH:17][C:16]=4[S:21]([CH3:24])(=[O:22])=[O:23])(=[O:13])=[O:14])[CH:9]=3)[NH:4][N:3]=2)[CH:36]=[CH:35][CH:34]=1. (2) Reactant: Br[C:2]1[CH:3]=[C:4]([NH:11][S:12]([C:15]2[CH:20]=[CH:19][C:18]([OH:21])=[CH:17][CH:16]=2)(=[O:14])=[O:13])[C:5]([O:8][CH2:9][CH3:10])=[N:6][CH:7]=1.[B:22]1([B:22]2[O:26][C:25]([CH3:28])([CH3:27])[C:24]([CH3:30])([CH3:29])[O:23]2)[O:26][C:25]([CH3:28])([CH3:27])[C:24]([CH3:30])([CH3:29])[O:23]1.C([O-])(=O)C.[K+]. Product: [CH2:9]([O:8][C:5]1[C:4]([NH:11][S:12]([C:15]2[CH:20]=[CH:19][C:18]([OH:21])=[CH:17][CH:16]=2)(=[O:14])=[O:13])=[CH:3][C:2]([B:22]2[O:26][C:25]([CH3:28])([CH3:27])[C:24]([CH3:30])([CH3:29])[O:23]2)=[CH:7][N:6]=1)[CH3:10]. The catalyst class is: 12. (3) Reactant: [NH2:1][C:2]1[C:7]2[C:8]([Br:11])=[CH:9][S:10][C:6]=2[C:5]([C:12]2[CH:13]=[C:14]([CH2:18]O)[CH:15]=[CH:16][CH:17]=2)=[CH:4][N:3]=1.O=S(Cl)[Cl:22]. Product: [Br:11][C:8]1[C:7]2[C:2]([NH2:1])=[N:3][CH:4]=[C:5]([C:12]3[CH:17]=[CH:16][CH:15]=[C:14]([CH2:18][Cl:22])[CH:13]=3)[C:6]=2[S:10][CH:9]=1. The catalyst class is: 22.